This data is from Full USPTO retrosynthesis dataset with 1.9M reactions from patents (1976-2016). The task is: Predict the reactants needed to synthesize the given product. (1) Given the product [C:1]([O:5][C:6]([N:8]1[CH2:12][CH2:11][CH:10]([C:13](=[O:49])[NH:14][C:15]2[CH:16]=[C:17]3[C:21](=[CH:22][C:23]=2[CH2:24][OH:25])[N:20]([C:29]([C:36]2[CH:37]=[CH:38][CH:39]=[CH:40][CH:41]=2)([C:42]2[CH:47]=[CH:46][CH:45]=[CH:44][CH:43]=2)[C:30]2[CH:35]=[CH:34][CH:33]=[CH:32][CH:31]=2)[N:19]=[C:18]3[Br:48])[CH2:9]1)=[O:7])([CH3:4])([CH3:2])[CH3:3], predict the reactants needed to synthesize it. The reactants are: [C:1]([O:5][C:6]([N:8]1[CH2:12][CH2:11][CH:10]([C:13](=[O:49])[NH:14][C:15]2[CH:16]=[C:17]3[C:21](=[CH:22][C:23]=2[CH2:24][O:25]C(=O)C)[N:20]([C:29]([C:42]2[CH:47]=[CH:46][CH:45]=[CH:44][CH:43]=2)([C:36]2[CH:41]=[CH:40][CH:39]=[CH:38][CH:37]=2)[C:30]2[CH:35]=[CH:34][CH:33]=[CH:32][CH:31]=2)[N:19]=[C:18]3[Br:48])[CH2:9]1)=[O:7])([CH3:4])([CH3:3])[CH3:2].[OH-].[Na+]. (2) Given the product [Cl:1][C:2]1[CH:3]=[CH:4][C:5]([CH:8]([O:29][C:30]2[CH:35]=[CH:34][CH:33]=[CH:32][CH:31]=2)[CH2:9][CH2:10][N:11]2[CH2:16][CH2:15][CH:14]([C:17]3[CH:18]=[C:19]([NH:23][C:24](=[O:28])[CH:25]([CH3:26])[CH3:27])[CH:20]=[CH:21][CH:22]=3)[CH2:13][CH2:12]2)=[CH:6][CH:7]=1, predict the reactants needed to synthesize it. The reactants are: [Cl:1][C:2]1[CH:7]=[CH:6][C:5]([CH:8]([OH:29])[CH2:9][CH2:10][N:11]2[CH2:16][CH2:15][CH:14]([C:17]3[CH:18]=[C:19]([NH:23][C:24](=[O:28])[CH:25]([CH3:27])[CH3:26])[CH:20]=[CH:21][CH:22]=3)[CH2:13][CH2:12]2)=[CH:4][CH:3]=1.[C:30]1(O)[CH:35]=[CH:34][CH:33]=[CH:32][CH:31]=1. (3) Given the product [C:39]([C:36]1[CH:37]=[C:38]2[C:33](=[CH:34][CH:35]=1)[N:32]([CH2:41][C:42]1[CH:47]=[CH:46][CH:45]=[CH:44][CH:43]=1)[CH:31]=[C:30]2[CH:27]1[CH2:28][CH2:29][C:24](=[O:23])[CH2:25][CH2:26]1)#[N:40], predict the reactants needed to synthesize it. The reactants are: C(C1C=C2C(=CC=1)N(C)C=C2C1CCC(=O)CC1)#N.O1[C:24]2([CH2:29][CH2:28][CH:27]([C:30]3[C:38]4[C:33](=[CH:34][CH:35]=[C:36]([C:39]#[N:40])[CH:37]=4)[N:32]([CH2:41][C:42]4[CH:47]=[CH:46][CH:45]=[CH:44][CH:43]=4)[CH:31]=3)[CH2:26][CH2:25]2)[O:23]CC1. (4) Given the product [CH3:37][N:34]1[CH2:35][CH2:36][N:31]([C:27]2[N:26]3[CH:38]=[C:23]([CH2:22][N:11]([CH2:9][C:6]4[CH:7]=[CH:8][CH:3]=[C:4]([C:40]([F:50])([F:49])[F:39])[CH:5]=4)[C@@H:12]4[C:21]5[N:20]=[CH:19][CH:18]=[CH:17][C:16]=5[CH2:15][CH2:14][CH2:13]4)[N:24]=[C:25]3[CH:30]=[CH:29][CH:28]=2)[CH2:32][CH2:33]1, predict the reactants needed to synthesize it. The reactants are: CO[C:3]1[CH:8]=[CH:7][C:6]([C@@H:9]([N:11]([CH2:22][C:23]2[N:24]=[C:25]3[CH:30]=[CH:29][CH:28]=[C:27]([N:31]4[CH2:36][CH2:35][N:34]([CH3:37])[CH2:33][CH2:32]4)[N:26]3[CH:38]=2)[C@@H:12]2[C:21]3[N:20]=[CH:19][CH:18]=[CH:17][C:16]=3[CH2:15][CH2:14][CH2:13]2)C)=[CH:5][CH:4]=1.[F:39][C:40]([F:50])([F:49])C1C=C(C=CC=1)C=O. (5) Given the product [CH3:49][O:50][C:51]1[N:52]=[CH:53][C:54]([C:57]2[CH:58]=[C:59]([NH:63][C:22]([C:17]3[C:18](=[O:21])[O:19][C:20]4[C:15]([CH:16]=3)=[CH:14][CH:13]=[CH:12][C:11]=4[OH:10])=[O:24])[CH:60]=[CH:61][CH:62]=2)=[CH:55][N:56]=1, predict the reactants needed to synthesize it. The reactants are: CCN(C(C)C)C(C)C.[OH:10][C:11]1[CH:12]=[CH:13][CH:14]=[C:15]2[C:20]=1[O:19][C:18](=[O:21])[C:17]([C:22]([OH:24])=O)=[CH:16]2.CN(C(ON1N=NC2C=CC=NC1=2)=[N+](C)C)C.F[P-](F)(F)(F)(F)F.[CH3:49][O:50][C:51]1[N:56]=[CH:55][C:54]([C:57]2[CH:58]=[C:59]([NH2:63])[CH:60]=[CH:61][CH:62]=2)=[CH:53][N:52]=1. (6) The reactants are: [BH4-].[Na+].[Br:3][C:4]1[CH:5]=[CH:6][C:7]([CH:10]2[CH2:15][CH2:14][C:13](=[O:16])[CH2:12][CH2:11]2)=[N:8][CH:9]=1.O. Given the product [Br:3][C:4]1[CH:5]=[CH:6][C:7]([C@H:10]2[CH2:15][CH2:14][C@H:13]([OH:16])[CH2:12][CH2:11]2)=[N:8][CH:9]=1.[Br:3][C:4]1[CH:5]=[CH:6][C:7]([C@@H:10]2[CH2:15][CH2:14][C@H:13]([OH:16])[CH2:12][CH2:11]2)=[N:8][CH:9]=1, predict the reactants needed to synthesize it.